From a dataset of Full USPTO retrosynthesis dataset with 1.9M reactions from patents (1976-2016). Predict the reactants needed to synthesize the given product. (1) The reactants are: Cl[C:2]1[CH:11]=[CH:10][C:5]([C:6]([O:8][CH3:9])=[O:7])=[CH:4][N:3]=1.[CH:12]([Sn](CCCC)(CCCC)CCCC)=[CH2:13].[Cl-].[Li+].[F-].[K+]. Given the product [CH:12]([C:2]1[CH:11]=[CH:10][C:5]([C:6]([O:8][CH3:9])=[O:7])=[CH:4][N:3]=1)=[CH2:13], predict the reactants needed to synthesize it. (2) The reactants are: C(OC(=O)[NH:7][C@@H:8]([C:10](=[O:33])[NH:11][CH2:12][C:13]1[N:22]=[C:21]([N:23]([C:25]2[CH:30]=[CH:29][C:28]([O:31][CH3:32])=[CH:27][CH:26]=2)[CH3:24])[C:20]2[C:15](=[CH:16][CH:17]=[CH:18][CH:19]=2)[N:14]=1)[CH3:9])(C)(C)C.NCC1N=C(N(C2C=CC(OC)=CC=2)C)C2C(=CC=CC=2)N=1.N(C(OC(C)(C)C)=O)[C@@H](C(O)=O)C.CCN=C=NCCCN(C)C.C(N(C(C)C)C(C)C)C. Given the product [NH2:7][C@H:8]([CH3:9])[C:10]([NH:11][CH2:12][C:13]1[N:22]=[C:21]([N:23]([C:25]2[CH:30]=[CH:29][C:28]([O:31][CH3:32])=[CH:27][CH:26]=2)[CH3:24])[C:20]2[C:15](=[CH:16][CH:17]=[CH:18][CH:19]=2)[N:14]=1)=[O:33], predict the reactants needed to synthesize it. (3) Given the product [NH2:19][C:16]1[CH:17]=[CH:18][C:13]([C:11]([O:10][CH3:9])=[O:12])=[CH:14][C:15]=1[NH:22][CH3:23], predict the reactants needed to synthesize it. The reactants are: S(S([O-])=O)([O-])=O.[Na+].[Na+].[CH3:9][O:10][C:11]([C:13]1[CH:18]=[CH:17][C:16]([N+:19]([O-])=O)=[C:15]([NH:22][CH3:23])[CH:14]=1)=[O:12].C(=O)(O)[O-].[Na+]. (4) Given the product [Cl:1][C:2]1[CH:17]=[CH:16][C:5]([O:6][C:7]2[CH:15]=[CH:14][C:10]([C:11]([NH2:19])=[O:12])=[CH:9][CH:8]=2)=[CH:4][CH:3]=1, predict the reactants needed to synthesize it. The reactants are: [Cl:1][C:2]1[CH:17]=[CH:16][C:5]([O:6][C:7]2[CH:15]=[CH:14][C:10]([C:11](O)=[O:12])=[CH:9][CH:8]=2)=[CH:4][CH:3]=1.[OH-].[NH4+:19]. (5) Given the product [C:1]([C:8]1[CH:13]=[CH:12][C:11]([CH2:14][N:15]2[C:19]([CH3:20])=[CH:18][C:17]([C:21]3[O:25][N:24]=[C:23]([C:26]4[CH:31]=[CH:30][C:29]([O:32][C:33]([F:36])([F:35])[F:34])=[CH:28][CH:27]=4)[N:22]=3)=[N:16]2)=[CH:10][N:9]=1)#[CH:2], predict the reactants needed to synthesize it. The reactants are: [C:1]([Si](C)(C)C)#[CH:2].Br[C:8]1[CH:13]=[CH:12][C:11]([CH2:14][N:15]2[C:19]([CH3:20])=[CH:18][C:17]([C:21]3[O:25][N:24]=[C:23]([C:26]4[CH:31]=[CH:30][C:29]([O:32][C:33]([F:36])([F:35])[F:34])=[CH:28][CH:27]=4)[N:22]=3)=[N:16]2)=[CH:10][N:9]=1. (6) Given the product [CH3:9][O:10][CH2:1][C:2]1[CH:7]=[CH:6][CH:5]=[CH:4][CH:3]=1, predict the reactants needed to synthesize it. The reactants are: [CH2:1](Cl)[C:2]1[CH:7]=[CH:6][CH:5]=[CH:4][CH:3]=1.[CH3:9][OH:10].O.